Dataset: Catalyst prediction with 721,799 reactions and 888 catalyst types from USPTO. Task: Predict which catalyst facilitates the given reaction. (1) Reactant: C([Li])CCC.Br[C:7]1[CH:8]=[C:9]([N:13]2[CH2:17][CH2:16][CH:15]([O:18][CH:19]3[CH2:24][CH2:23][CH2:22][CH2:21][O:20]3)[CH2:14]2)[CH:10]=[CH:11][CH:12]=1.[S:25](=[O:27])=[O:26].[Cl:28]NC(=O)CCC(N)=O. Product: [O:20]1[CH2:21][CH2:22][CH2:23][CH2:24][CH:19]1[O:18][CH:15]1[CH2:16][CH2:17][N:13]([C:9]2[CH:8]=[C:7]([S:25]([Cl:28])(=[O:27])=[O:26])[CH:12]=[CH:11][CH:10]=2)[CH2:14]1. The catalyst class is: 188. (2) Reactant: CC1C=CC(S(OC[C@H:13]2[CH2:18][CH2:17][C@H:16]([N:19]3[C:23]4=[C:24]5[S:30][CH:29]=[CH:28][C:25]5=[N:26][CH:27]=[C:22]4[N:21]=[C:20]3[CH3:31])[CH2:15][O:14]2)(=O)=O)=CC=1.[C-:32]#N.[Na+].S(=O)(=O)(O)O.C[N:41]([CH:43]=O)C. Product: [CH3:31][C:20]1[N:19]([C@@H:16]2[CH2:15][O:14][C@@H:13]([CH2:32][C:43]#[N:41])[CH2:18][CH2:17]2)[C:23]2=[C:24]3[S:30][CH:29]=[CH:28][C:25]3=[N:26][CH:27]=[C:22]2[N:21]=1. The catalyst class is: 5. (3) Reactant: CCN=C=NCCCN(C)C.C1C=CC2N(O)N=NC=2C=1.[Br:22][C:23]1[CH:28]=[CH:27][C:26]([NH:29][C:30]2[C:38]([C:39]([OH:41])=O)=[C:37]3[N:33]([CH2:34][CH2:35][CH2:36]3)[C:32](=[O:42])[C:31]=2[Cl:43])=[C:25]([F:44])[CH:24]=1.Cl.[CH:46]1([CH2:49][O:50][NH2:51])[CH2:48][CH2:47]1. Product: [CH:46]1([CH2:49][O:50][NH:51][C:39]([C:38]2[C:30]([NH:29][C:26]3[CH:27]=[CH:28][C:23]([Br:22])=[CH:24][C:25]=3[F:44])=[C:31]([Cl:43])[C:32](=[O:42])[N:33]3[C:37]=2[CH2:36][CH2:35][CH2:34]3)=[O:41])[CH2:48][CH2:47]1. The catalyst class is: 3. (4) Reactant: [OH:1][C:2]1[C:7]([C:8]([OH:10])=O)=[CH:6][N:5]=[C:4]([N:11]2[CH:15]=[CH:14][CH:13]=[N:12]2)[N:3]=1.CCN(CC)CC.CN(C(ON1N=NC2C=CC=NC1=2)=[N+](C)C)C.F[P-](F)(F)(F)(F)F.Cl.[NH2:48][C@H:49]([C:62]1[CH:67]=[CH:66][CH:65]=[CH:64][CH:63]=1)[C:50]1[CH:55]=[CH:54][C:53]([P:56]([CH3:61])(=[O:60])[O:57][CH2:58][CH3:59])=[CH:52][CH:51]=1. Product: [OH:1][C:2]1[C:7]([C:8]([NH:48][C@H:49]([C:62]2[CH:63]=[CH:64][CH:65]=[CH:66][CH:67]=2)[C:50]2[CH:51]=[CH:52][C:53]([P:56]([CH3:61])(=[O:60])[O:57][CH2:58][CH3:59])=[CH:54][CH:55]=2)=[O:10])=[CH:6][N:5]=[C:4]([N:11]2[CH:15]=[CH:14][CH:13]=[N:12]2)[N:3]=1. The catalyst class is: 23. (5) Reactant: C1(S([N:10]2[C:14]3[N:15]=[CH:16][N:17]=[C:18]([NH:19][CH3:20])[C:13]=3[C:12]([C:21]([C:23]3[C:24]([F:37])=[N:25][C:26]([NH:29][C:30]4[CH:31]=[N:32][C:33]([CH3:36])=[CH:34][CH:35]=4)=[CH:27][CH:28]=3)=[O:22])=[CH:11]2)(=O)=O)C=CC=CC=1.FC(F)(F)C(O)=O.[OH-].[K+]. Product: [F:37][C:24]1[C:23]([C:21]([C:12]2[C:13]3[C:18]([NH:19][CH3:20])=[N:17][CH:16]=[N:15][C:14]=3[NH:10][CH:11]=2)=[O:22])=[CH:28][CH:27]=[C:26]([NH:29][C:30]2[CH:31]=[N:32][C:33]([CH3:36])=[CH:34][CH:35]=2)[N:25]=1. The catalyst class is: 5. (6) Reactant: [CH3:1][O:2][CH2:3][C:4]1[CH:5]=[C:6]([CH2:11]O)[CH:7]=[C:8]([CH3:10])[CH:9]=1.P(Br)(Br)[Br:14].O. Product: [Br:14][CH2:11][C:6]1[CH:7]=[C:8]([CH3:10])[CH:9]=[C:4]([CH2:3][O:2][CH3:1])[CH:5]=1. The catalyst class is: 1.